From a dataset of Full USPTO retrosynthesis dataset with 1.9M reactions from patents (1976-2016). Predict the reactants needed to synthesize the given product. (1) Given the product [CH3:1][C:2]1[O:3][CH:4]=[C:5]([C:7]2[CH:12]=[CH:11][C:10]([NH2:13])=[CH:9][CH:8]=2)[N:6]=1, predict the reactants needed to synthesize it. The reactants are: [CH3:1][C:2]1[O:3][CH:4]=[C:5]([C:7]2[CH:12]=[CH:11][C:10]([N+:13]([O-])=O)=[CH:9][CH:8]=2)[N:6]=1.O.O.Cl[Sn]Cl.CCO.[OH-].[K+]. (2) Given the product [OH:2][C:3]1[CH:4]=[CH:5][C:6]([N:9]2[CH2:10][CH2:11][N:12]([C:15]3[CH:16]=[CH:17][C:18]([N:21]4[C:25](=[O:26])[N:24]([CH2:5][CH2:4][CH2:3][CH2:8][CH3:7])[N:23]=[CH:22]4)=[CH:19][CH:20]=3)[CH2:13][CH2:14]2)=[CH:7][CH:8]=1, predict the reactants needed to synthesize it. The reactants are: C[O:2][C:3]1[CH:8]=[CH:7][C:6]([N:9]2[CH2:14][CH2:13][N:12]([C:15]3[CH:20]=[CH:19][C:18]([N:21]4[C:25](=[O:26])[N:24](C(CCC)C)[N:23]=[CH:22]4)=[CH:17][CH:16]=3)[CH2:11][CH2:10]2)=[CH:5][CH:4]=1. (3) The reactants are: [H-].[H-].[H-].[H-].[Al+3].[Li+].[CH3:7][C:8]1[CH:13]=[C:12]([OH:14])[C:11]([CH3:15])=[CH:10][C:9]=1[S:16]C#N. Given the product [CH3:7][C:8]1[CH:13]=[C:12]([OH:14])[C:11]([CH3:15])=[CH:10][C:9]=1[SH:16], predict the reactants needed to synthesize it. (4) Given the product [CH3:1][P:2]1(=[O:7])[CH2:5][CH2:6][N:21]([CH:18]2[CH2:17][CH2:16][N:15]([C:8]([O:10][C:11]([CH3:14])([CH3:13])[CH3:12])=[O:9])[CH2:20][CH2:19]2)[CH2:4][CH2:3]1, predict the reactants needed to synthesize it. The reactants are: [CH3:1][P:2](=[O:7])([CH:5]=[CH2:6])[CH:3]=[CH2:4].[C:8]([N:15]1[CH2:20][CH2:19][CH:18]([NH2:21])[CH2:17][CH2:16]1)([O:10][C:11]([CH3:14])([CH3:13])[CH3:12])=[O:9]. (5) Given the product [Br:1][C:2]1[N:3]=[C:4]([N:11]([C:12]2[CH:17]=[CH:16][C:15]([N:18]3[CH2:19][CH2:20][N:21]([CH:24]4[CH2:27][O:26][CH2:25]4)[CH2:22][CH2:23]3)=[C:14]([O:28][CH2:29][CH2:30][O:31][CH:32]3[CH2:37][CH2:36][CH2:35][CH2:34][O:33]3)[CH:13]=2)[C:76](=[O:82])[O:77][C:78]([CH3:81])([CH3:80])[CH3:79])[C:5]2[N:6]([CH:8]=[CH:9][N:10]=2)[CH:7]=1, predict the reactants needed to synthesize it. The reactants are: [Br:1][C:2]1[N:3]=[C:4]([NH:11][C:12]2[CH:17]=[CH:16][C:15]([N:18]3[CH2:23][CH2:22][N:21]([CH:24]4[CH2:27][O:26][CH2:25]4)[CH2:20][CH2:19]3)=[C:14]([O:28][CH2:29][CH2:30][O:31][CH:32]3[CH2:37][CH2:36][CH2:35][CH2:34][O:33]3)[CH:13]=2)[C:5]2[N:6]([CH:8]=[CH:9][N:10]=2)[CH:7]=1.BrC1N=C(NC2C=CC(N3CCN(C4COC4)CC3)=CC=2)C2N(C=CN=2)C=1.BrC1N=C(N(C2C=CC(N3CCN(C4COC4)CC3)=CC=2)[C:76](=[O:82])[O:77][C:78]([CH3:81])([CH3:80])[CH3:79])C2N(C=CN=2)C=1. (6) Given the product [CH2:1]([O:3][C:4]([C:6]1[C:7](=[O:29])[N:8]([CH2:35][C:34]2[CH:37]=[CH:38][C:31]([F:30])=[CH:32][CH:33]=2)[C:9]2[C:14]([C:15]=1[N:16]1[CH2:21][CH2:20][N:19]([C:22]([C:24]3[S:25][CH:26]=[CH:27][CH:28]=3)=[O:23])[CH2:18][CH2:17]1)=[CH:13][N:12]=[CH:11][CH:10]=2)=[O:5])[CH3:2], predict the reactants needed to synthesize it. The reactants are: [CH2:1]([O:3][C:4]([C:6]1[C:7](=[O:29])[NH:8][C:9]2[C:14]([C:15]=1[N:16]1[CH2:21][CH2:20][N:19]([C:22]([C:24]3[S:25][CH:26]=[CH:27][CH:28]=3)=[O:23])[CH2:18][CH2:17]1)=[CH:13][N:12]=[CH:11][CH:10]=2)=[O:5])[CH3:2].[F:30][C:31]1[CH:38]=[CH:37][C:34]([CH2:35]Br)=[CH:33][CH:32]=1. (7) Given the product [C:21]([NH:24][C:25]1[CH:30]=[CH:29][C:28]([S:31][C:2]2[N:7]=[C:6]([NH:8][C:9]3[NH:10][N:11]=[C:12]([CH3:14])[CH:13]=3)[CH:5]=[C:4]([C:15]3[CH:20]=[CH:19][CH:18]=[CH:17][CH:16]=3)[N:3]=2)=[CH:27][CH:26]=1)(=[O:23])[CH3:22], predict the reactants needed to synthesize it. The reactants are: Cl[C:2]1[N:7]=[C:6]([NH:8][C:9]2[NH:10][N:11]=[C:12]([CH3:14])[CH:13]=2)[CH:5]=[C:4]([C:15]2[CH:20]=[CH:19][CH:18]=[CH:17][CH:16]=2)[N:3]=1.[C:21]([NH:24][C:25]1[CH:30]=[CH:29][C:28]([SH:31])=[CH:27][CH:26]=1)(=[O:23])[CH3:22].